Dataset: Full USPTO retrosynthesis dataset with 1.9M reactions from patents (1976-2016). Task: Predict the reactants needed to synthesize the given product. (1) Given the product [F:6][C:7]([F:17])([F:18])[C:8]([OH:16])([C:12]([F:14])([F:13])[F:15])[C:9]([OH:11])=[O:10], predict the reactants needed to synthesize it. The reactants are: S(=O)(=O)(O)O.[F:6][C:7]([F:18])([F:17])[C:8]([OH:16])([C:12]([F:15])([F:14])[F:13])[C:9]([O-:11])=[O:10].[Na+]. (2) Given the product [CH2:17]([N:19]1[C:28]2[C:23](=[CH:24][N:25]=[C:26]([NH:29][CH3:30])[CH:27]=2)[CH:22]=[C:21]([C:31]2[C:32]([F:45])=[CH:33][C:34]([F:44])=[C:35]([NH:37][C:38]([NH:6][C:5]3[CH:7]=[CH:8][C:2]([F:1])=[C:3]([CH2:9][N:10]4[CH2:15][CH2:14][N:13]([CH3:16])[CH2:12][CH2:11]4)[CH:4]=3)=[O:39])[CH:36]=2)[C:20]1=[O:46])[CH3:18], predict the reactants needed to synthesize it. The reactants are: [F:1][C:2]1[CH:8]=[CH:7][C:5]([NH2:6])=[CH:4][C:3]=1[CH2:9][N:10]1[CH2:15][CH2:14][N:13]([CH3:16])[CH2:12][CH2:11]1.[CH2:17]([N:19]1[C:28]2[C:23](=[CH:24][N:25]=[C:26]([NH:29][CH3:30])[CH:27]=2)[CH:22]=[C:21]([C:31]2[C:32]([F:45])=[CH:33][C:34]([F:44])=[C:35]([NH:37][C:38](=O)[O:39]C(C)=C)[CH:36]=2)[C:20]1=[O:46])[CH3:18]. (3) The reactants are: Br[C:2]1[CH:3]=[CH:4][C:5]2[N:9]=[C:8]([CH:10]3[CH2:12][CH2:11]3)[N:7]([CH3:13])[C:6]=2[CH:14]=1.[O:15]=[C:16]1[CH:21]=[C:20]([C:22]([O:24][CH3:25])=[O:23])[CH:19]=[CH:18][NH:17]1.C(=O)([O-])[O-].[K+].[K+].CN[C@@H]1CCCC[C@H]1NC. Given the product [CH:10]1([C:8]2[N:7]([CH3:13])[C:6]3[CH:14]=[C:2]([N:17]4[CH:18]=[CH:19][C:20]([C:22]([O:24][CH3:25])=[O:23])=[CH:21][C:16]4=[O:15])[CH:3]=[CH:4][C:5]=3[N:9]=2)[CH2:12][CH2:11]1, predict the reactants needed to synthesize it. (4) Given the product [C:1]([O:5][C:6]([N:8]1[CH2:13][CH2:12][N:11]([S:30]([C:25]2[CH:24]=[CH:23][C:22]3[C:27](=[CH:28][CH:29]=[C:20]([Cl:19])[CH:21]=3)[CH:26]=2)(=[O:31])=[O:32])[CH:10]([C:14]([O:16][CH2:17][CH3:18])=[O:15])[CH2:9]1)=[O:7])([CH3:4])([CH3:3])[CH3:2], predict the reactants needed to synthesize it. The reactants are: [C:1]([O:5][C:6]([N:8]1[CH2:13][CH2:12][NH:11][CH:10]([C:14]([O:16][CH2:17][CH3:18])=[O:15])[CH2:9]1)=[O:7])([CH3:4])([CH3:3])[CH3:2].[Cl:19][C:20]1[CH:21]=[C:22]2[C:27](=[CH:28][CH:29]=1)[CH:26]=[C:25]([S:30](Cl)(=[O:32])=[O:31])[CH:24]=[CH:23]2.C(N(C(C)C)CC)(C)C.